The task is: Predict the reactants needed to synthesize the given product.. This data is from Full USPTO retrosynthesis dataset with 1.9M reactions from patents (1976-2016). Given the product [F:12][C:13]1[CH:20]=[CH:19][CH:18]=[C:17]([Cl:21])[C:14]=1[C:15]1[NH:1][N:2]=[C:3]([C:5]2[CH:10]=[CH:9][CH:8]=[C:7]([CH3:11])[N:6]=2)[N:4]=1, predict the reactants needed to synthesize it. The reactants are: [NH2:1][NH:2][C:3]([C:5]1[CH:10]=[CH:9][CH:8]=[C:7]([CH3:11])[N:6]=1)=[NH:4].[F:12][C:13]1[CH:20]=[CH:19][CH:18]=[C:17]([Cl:21])[C:14]=1[CH:15]=O.